From a dataset of Full USPTO retrosynthesis dataset with 1.9M reactions from patents (1976-2016). Predict the reactants needed to synthesize the given product. (1) Given the product [Cl:1][C:2]1[CH:21]=[C:20]([C:22]2[C:30]3[C:25](=[CH:26][CH:27]=[C:28]([NH:31][C:32](=[O:44])[CH:33]([N:39]4[CH2:40][CH2:41][CH2:42][CH2:43]4)[C:34]4[CH:38]=[CH:37][S:36][CH:35]=4)[CH:29]=3)[NH:24][N:23]=2)[CH:19]=[CH:18][C:3]=1[O:4][CH:5]1[CH2:6][CH2:7][NH:8][CH2:9][CH2:10]1, predict the reactants needed to synthesize it. The reactants are: [Cl:1][C:2]1[CH:21]=[C:20]([C:22]2[C:30]3[C:25](=[CH:26][CH:27]=[C:28]([NH:31][C:32](=[O:44])[CH:33]([N:39]4[CH2:43][CH2:42][CH2:41][CH2:40]4)[C:34]4[CH:38]=[CH:37][S:36][CH:35]=4)[CH:29]=3)[NH:24][N:23]=2)[CH:19]=[CH:18][C:3]=1[O:4][CH:5]1[CH2:10][CH2:9][N:8](C(OC(C)(C)C)=O)[CH2:7][CH2:6]1.C(O)(C(F)(F)F)=O. (2) Given the product [CH:19]1([C:25]2[C:33]3[C:28](=[CH:29][C:30]([C:34]([O:36][CH3:37])=[O:35])=[CH:31][CH:32]=3)[N:27]([CH2:38][C:39]#[CH:40])[C:26]=2[C:41]2[CH:46]=[CH:45][CH:44]=[CH:43][C:42]=2[CH2:47][OH:48])[CH2:20][CH2:21][CH2:22][CH2:23][CH2:24]1, predict the reactants needed to synthesize it. The reactants are: [F-].C([N+](CCCC)(CCCC)CCCC)CCC.[CH:19]1([C:25]2[C:33]3[C:28](=[CH:29][C:30]([C:34]([O:36][CH3:37])=[O:35])=[CH:31][CH:32]=3)[N:27]([CH2:38][C:39]#[CH:40])[C:26]=2[C:41]2[CH:46]=[CH:45][CH:44]=[CH:43][C:42]=2[CH2:47][O:48][Si](C(C)C)(C(C)C)C(C)C)[CH2:24][CH2:23][CH2:22][CH2:21][CH2:20]1. (3) Given the product [CH:1]1([CH:7]([NH2:13])[CH2:8][CH3:9])[CH2:6][CH2:5][CH2:4][CH2:3][CH2:2]1, predict the reactants needed to synthesize it. The reactants are: [CH:1]1([C:7](=O)[CH2:8][CH3:9])[CH2:6][CH2:5][CH2:4][CH2:3][CH2:2]1.[BH3-]C#[N:13].[Na+]. (4) Given the product [I:3][C:4]1[CH:9]=[CH:8][N:7]=[C:6]2[N:10]([S:26]([C:20]3[CH:25]=[CH:24][CH:23]=[CH:22][CH:21]=3)(=[O:28])=[O:27])[N:11]=[CH:12][C:5]=12, predict the reactants needed to synthesize it. The reactants are: [H-].[Na+].[I:3][C:4]1[CH:9]=[CH:8][N:7]=[C:6]2[NH:10][N:11]=[CH:12][C:5]=12.C(N(CC)CC)C.[C:20]1([S:26](Cl)(=[O:28])=[O:27])[CH:25]=[CH:24][CH:23]=[CH:22][CH:21]=1. (5) Given the product [CH2:38]([O:31][CH:17]1[CH2:18][CH:19]([C:21]2[CH:30]=[CH:29][C:28]3[C:23](=[CH:24][CH:25]=[CH:26][CH:27]=3)[CH:22]=2)[CH2:20][N:15]([C:6]2[C:5]3[C:10](=[CH:11][C:12]([O:13][CH3:14])=[C:3]([O:2][CH3:1])[CH:4]=3)[N:9]=[CH:8][N:7]=2)[CH2:16]1)[CH3:39], predict the reactants needed to synthesize it. The reactants are: [CH3:1][O:2][C:3]1[CH:4]=[C:5]2[C:10](=[CH:11][C:12]=1[O:13][CH3:14])[N:9]=[CH:8][N:7]=[C:6]2[N:15]1[CH2:20][CH:19]([C:21]2[CH:30]=[CH:29][C:28]3[C:23](=[CH:24][CH:25]=[CH:26][CH:27]=3)[CH:22]=2)[CH2:18][CH:17]([OH:31])[CH2:16]1.[H-].[Na+].S(OCC)(O[CH2:38][CH3:39])(=O)=O. (6) The reactants are: Cl.[C:2]([C:4]1[CH:18]=[CH:17][C:7]([C:8]([NH:10][CH:11]2[CH2:16][CH2:15][NH:14][CH2:13][CH2:12]2)=[O:9])=[CH:6][C:5]=1[O:19][CH3:20])#[N:3].[CH3:21][C:22]1[C:30]2[CH2:29][O:28][C:27](=[O:31])[C:26]=2[CH:25]=[CH:24][C:23]=1[CH:32]1[CH2:34][O:33]1. Given the product [C:2]([C:4]1[CH:18]=[CH:17][C:7]([C:8]([NH:10][CH:11]2[CH2:16][CH2:15][N:14]([CH2:34][CH:32]([OH:33])[C:23]3[C:22]([CH3:21])=[C:30]4[C:26](=[CH:25][CH:24]=3)[C:27](=[O:31])[O:28][CH2:29]4)[CH2:13][CH2:12]2)=[O:9])=[CH:6][C:5]=1[O:19][CH3:20])#[N:3], predict the reactants needed to synthesize it. (7) Given the product [Br:18][C:15]1[CH:16]=[CH:17][C:12]([NH:11][C:32](=[O:33])[CH2:31][Cl:28])=[C:13]([C:19]([C:2]2[O:1][CH:5]=[CH:4][CH:3]=2)([OH:27])[C:20]([F:26])([F:25])[C:21]([F:22])([F:23])[F:24])[CH:14]=1, predict the reactants needed to synthesize it. The reactants are: [O:1]1[CH:5]=[CH:4][CH:3]=[CH:2]1.C([Li])CCC.[NH2:11][C:12]1[CH:17]=[CH:16][C:15]([Br:18])=[CH:14][C:13]=1[C:19](=[O:27])[C:20]([F:26])([F:25])[C:21]([F:24])([F:23])[F:22].[Cl-:28].[NH4+].C1C[O:33][CH2:32][CH2:31]1. (8) Given the product [C:1]([C:3]1[CH:4]=[C:5]([C:14]2[O:18][N:17]=[C:16]([C:19]3[CH:27]=[CH:26][C:25]4[NH:24][C:23]5[CH:28]([C:31]([OH:33])=[O:32])[CH2:29][CH2:30][C:22]=5[C:21]=4[CH:20]=3)[N:15]=2)[CH:6]=[C:7]([O:9][C:10]([F:13])([F:11])[F:12])[CH:8]=1)#[N:2], predict the reactants needed to synthesize it. The reactants are: [C:1]([C:3]1[CH:4]=[C:5]([C:14]2[O:18][N:17]=[C:16]([C:19]3[CH:27]=[CH:26][C:25]4[NH:24][C:23]5[CH:28]([C:31]([O:33]CC)=[O:32])[CH2:29][CH2:30][C:22]=5[C:21]=4[CH:20]=3)[N:15]=2)[CH:6]=[C:7]([O:9][C:10]([F:13])([F:12])[F:11])[CH:8]=1)#[N:2].[Li+].[Br-].C(N(CC)CC)C.Cl. (9) The reactants are: CS([C:5]1[N:10]=[C:9]([O:11][C:12]2[CH:17]=[CH:16][C:15]([F:18])=[C:14]([F:19])[CH:13]=2)[C:8]([C:20]2[CH:25]=[CH:24][C:23]([Cl:26])=[CH:22][CH:21]=2)=[C:7]([C:27]2[CH:32]=[CH:31][C:30]([Cl:33])=[CH:29][C:28]=2[Cl:34])[N:6]=1)(=O)=O.[CH3:35][NH:36][CH3:37]. Given the product [CH3:35][N:36]([CH3:37])[C:5]1[N:10]=[C:9]([O:11][C:12]2[CH:17]=[CH:16][C:15]([F:18])=[C:14]([F:19])[CH:13]=2)[C:8]([C:20]2[CH:25]=[CH:24][C:23]([Cl:26])=[CH:22][CH:21]=2)=[C:7]([C:27]2[CH:32]=[CH:31][C:30]([Cl:33])=[CH:29][C:28]=2[Cl:34])[N:6]=1, predict the reactants needed to synthesize it.